From a dataset of Forward reaction prediction with 1.9M reactions from USPTO patents (1976-2016). Predict the product of the given reaction. (1) Given the reactants [O:1]=[C:2]1[C:7]2([CH2:11][CH2:10][CH2:9][CH2:8]2)[N:6]([C:12]([O:14][C:15]([CH3:18])([CH3:17])[CH3:16])=[O:13])[CH2:5][C:4]2([CH2:24][CH2:23][CH2:22][CH2:21][CH2:20][CH2:19]2)[N:3]1[CH2:25][C:26]#[CH:27].I[C:29]1[CH:30]=[C:31]2[C:44](=[CH:45][CH:46]=1)[CH2:43][C@:33]1([C:41]3[C:36](=[N:37][CH:38]=[CH:39][CH:40]=3)[NH:35][C:34]1=[O:42])[CH2:32]2.C(N(CC)CC)C, predict the reaction product. The product is: [O:1]=[C:2]1[C:7]2([CH2:8][CH2:9][CH2:10][CH2:11]2)[N:6]([C:12]([O:14][C:15]([CH3:18])([CH3:17])[CH3:16])=[O:13])[CH2:5][C:4]2([CH2:19][CH2:20][CH2:21][CH2:22][CH2:23][CH2:24]2)[N:3]1[CH2:25][C:26]#[C:27][C:29]1[CH:30]=[C:31]2[C:44](=[CH:45][CH:46]=1)[CH2:43][C@:33]1([C:41]3[C:36](=[N:37][CH:38]=[CH:39][CH:40]=3)[NH:35][C:34]1=[O:42])[CH2:32]2. (2) Given the reactants [C:1]([C:3]1[CH:4]=[C:5]([F:30])[C:6]([NH:20][CH:21]([CH2:25][C:26]([F:29])([F:28])[F:27])[C:22]([NH2:24])=[O:23])=[N:7][C:8]=1[NH:9][C:10]1[CH:11]=[N:12][C:13]2[C:18]([CH:19]=1)=[CH:17][CH:16]=[CH:15][CH:14]=2)#[N:2].[OH-].[Na+].OO.CC(O)=[O:37], predict the reaction product. The product is: [NH2:24][C:22](=[O:23])[CH:21]([NH:20][C:6]1[C:5]([F:30])=[CH:4][C:3]([C:1]([NH2:2])=[O:37])=[C:8]([NH:9][C:10]2[CH:11]=[N:12][C:13]3[C:18]([CH:19]=2)=[CH:17][CH:16]=[CH:15][CH:14]=3)[N:7]=1)[CH2:25][C:26]([F:29])([F:27])[F:28]. (3) The product is: [NH:7]1[C:5]2=[CH:6][N:1]=[N:2][CH:3]=[C:4]2[NH:8][C:25](=[O:24])[C:21]1=[O:15]. Given the reactants [N:1]1[CH:6]=[C:5]([NH2:7])[C:4]([NH2:8])=[CH:3][N:2]=1.N1(C(N2C=CN=C2)=[O:15])C=CN=C1.[CH2:21]1[CH2:25][O:24]CC1, predict the reaction product. (4) Given the reactants C1CCC(N=C=NC2CCCCC2)CC1.C1C=CC2N(O)N=NC=2C=1.Cl.[C:27]1([CH:33]([N:37]2[CH2:41][CH2:40][CH2:39][CH2:38]2)[C:34]([OH:36])=[O:35])[CH:32]=[CH:31][CH:30]=[CH:29][CH:28]=1.[N:42]12[CH2:49][CH2:48][CH:45]([CH2:46][CH2:47]1)[C@@H:44](O)[CH2:43]2, predict the reaction product. The product is: [C:27]1([CH:33]([N:37]2[CH2:41][CH2:40][CH2:39][CH2:38]2)[C:34]([O:36][C@@H:44]2[CH:45]3[CH2:48][CH2:49][N:42]([CH2:47][CH2:46]3)[CH2:43]2)=[O:35])[CH:28]=[CH:29][CH:30]=[CH:31][CH:32]=1. (5) Given the reactants ClC1C=[CH:31][CH:30]=[C:29]([C:33]([F:36])([F:35])[F:34])[C:3]=1[C:4]([N:6]1[C:14]2[C:9](=[CH:10][CH:11]=[C:12]([C:15](O)=[O:16])[CH:13]=2)[C:8]([C:18]2[CH:23]=[CH:22][C:21]([C:24]([O:26][CH3:27])=[O:25])=[CH:20][C:19]=2[F:28])=[N:7]1)=[O:5].[C:37]([Cl:42])([C:39](Cl)=O)=O.Br[CH2:44][CH2:45][NH2:46].CCN(CC)CC, predict the reaction product. The product is: [Cl:42][C:37]1[CH:39]=[CH:31][CH:30]=[C:29]([C:33]([F:35])([F:34])[F:36])[C:3]=1[C:4]([N:6]1[C:14]2[C:9](=[CH:10][CH:11]=[C:12]([C:15]3[O:16][CH2:44][CH2:45][N:46]=3)[CH:13]=2)[C:8]([C:18]2[CH:23]=[CH:22][C:21]([C:24]([O:26][CH3:27])=[O:25])=[CH:20][C:19]=2[F:28])=[N:7]1)=[O:5]. (6) Given the reactants [N:1]1[CH:6]=[CH:5][CH:4]=[CH:3][C:2]=1[NH:7][C:8]1[CH:24]=[CH:23][C:11]([O:12][C:13]2[C:14]([C:19]([O:21]C)=[O:20])=[N:15][CH:16]=[CH:17][N:18]=2)=[CH:10][CH:9]=1.[OH-].[Li+].Cl.[OH-].[Na+], predict the reaction product. The product is: [N:1]1[CH:6]=[CH:5][CH:4]=[CH:3][C:2]=1[NH:7][C:8]1[CH:9]=[CH:10][C:11]([O:12][C:13]2[C:14]([C:19]([OH:21])=[O:20])=[N:15][CH:16]=[CH:17][N:18]=2)=[CH:23][CH:24]=1.